The task is: Regression. Given a peptide amino acid sequence and an MHC pseudo amino acid sequence, predict their binding affinity value. This is MHC class I binding data.. This data is from Peptide-MHC class I binding affinity with 185,985 pairs from IEDB/IMGT. (1) The binding affinity (normalized) is 0.276. The MHC is HLA-B44:03 with pseudo-sequence HLA-B44:03. The peptide sequence is IEEVMNIVLI. (2) The peptide sequence is RDNRTIISL. The MHC is HLA-B27:05 with pseudo-sequence HLA-B27:05. The binding affinity (normalized) is 0.305. (3) The peptide sequence is SVNCFTSLVWAPL. The MHC is HLA-B40:01 with pseudo-sequence HLA-B40:01. The binding affinity (normalized) is 0. (4) The peptide sequence is NETWQEWERKV. The MHC is Mamu-B01 with pseudo-sequence Mamu-B01. The binding affinity (normalized) is 0.